This data is from Forward reaction prediction with 1.9M reactions from USPTO patents (1976-2016). The task is: Predict the product of the given reaction. Given the reactants C(OC([N:8]1[C:13]2[CH:14]=[C:15]([Cl:19])[C:16](Br)=[CH:17][C:12]=2[O:11][CH:10]([C:20]([N:22]2[CH2:27][CH2:26][C:25]([C:36]#[N:37])([CH2:28][C:29]3[CH:34]=[CH:33][C:32]([F:35])=[CH:31][CH:30]=3)[CH2:24][CH2:23]2)=[O:21])[CH2:9]1)=O)(C)(C)C.[NH:38]1[CH:42]=[CH:41][CH:40]=[CH:39]1.C(=O)([O-])[O-].[Cs+].[Cs+], predict the reaction product. The product is: [Cl:19][C:15]1[C:16]([N:38]2[CH:42]=[CH:41][CH:40]=[CH:39]2)=[CH:17][C:12]2[O:11][CH:10]([C:20]([N:22]3[CH2:27][CH2:26][C:25]([CH2:28][C:29]4[CH:34]=[CH:33][C:32]([F:35])=[CH:31][CH:30]=4)([C:36]#[N:37])[CH2:24][CH2:23]3)=[O:21])[CH2:9][NH:8][C:13]=2[CH:14]=1.